This data is from Catalyst prediction with 721,799 reactions and 888 catalyst types from USPTO. The task is: Predict which catalyst facilitates the given reaction. Reactant: Br[C:2]1[CH:3]=[C:4]([NH:22][CH:23]([CH2:25][CH3:26])[CH3:24])[C:5]([CH3:21])=[C:6]([CH:20]=1)[C:7]([NH:9][CH2:10][C:11]1[C:12](=[O:19])[NH:13][C:14]([CH3:18])=[CH:15][C:16]=1[CH3:17])=[O:8].[CH3:27][O:28][C:29]1[S:30][C:31]([Sn](CCCC)(CCCC)CCCC)=[CH:32][N:33]=1. Product: [CH:23]([NH:22][C:4]1[C:5]([CH3:21])=[C:6]([CH:20]=[C:2]([C:31]2[S:30][C:29]([O:28][CH3:27])=[N:33][CH:32]=2)[CH:3]=1)[C:7]([NH:9][CH2:10][C:11]1[C:12](=[O:19])[NH:13][C:14]([CH3:18])=[CH:15][C:16]=1[CH3:17])=[O:8])([CH2:25][CH3:26])[CH3:24]. The catalyst class is: 109.